This data is from Reaction yield outcomes from USPTO patents with 853,638 reactions. The task is: Predict the reaction yield, written as a fraction of the theoretical maximum amount of product (1.0 means a 100% yield; for example, 0.34 means a 34% yield). The reactants are [NH2:1][C:2]1[N:7]=[CH:6][N:5]=[C:4]([NH:8][C@H:9]([C:11]2[N:16]([C:17]3[CH:22]=[CH:21][CH:20]=[CH:19][CH:18]=3)[C:15](=[O:23])[C:14]3=[C:24]([CH3:27])[CH:25]=[CH:26][N:13]3[N:12]=2)[CH3:10])[C:3]=1I.[CH3:29][O:30][C:31]1[C:36]([NH:37][S:38]([CH3:41])(=[O:40])=[O:39])=[CH:35][C:34](B2OC(C)(C)C(C)(C)O2)=[CH:33][N:32]=1.C(=O)([O-])[O-].[Na+].[Na+]. No catalyst specified. The product is [NH2:1][C:2]1[C:3]([C:34]2[CH:35]=[C:36]([NH:37][S:38]([CH3:41])(=[O:39])=[O:40])[C:31]([O:30][CH3:29])=[N:32][CH:33]=2)=[C:4]([NH:8][C@H:9]([C:11]2[N:16]([C:17]3[CH:22]=[CH:21][CH:20]=[CH:19][CH:18]=3)[C:15](=[O:23])[C:14]3=[C:24]([CH3:27])[CH:25]=[CH:26][N:13]3[N:12]=2)[CH3:10])[N:5]=[CH:6][N:7]=1. The yield is 0.140.